Dataset: Reaction yield outcomes from USPTO patents with 853,638 reactions. Task: Predict the reaction yield, written as a fraction of the theoretical maximum amount of product (1.0 means a 100% yield; for example, 0.34 means a 34% yield). (1) The reactants are [C:1]([C:4]1[CH:5]=[N:6][CH:7]=[N:8][CH:9]=1)(=[O:3])[CH3:2].CO[CH:12](OC)[N:13]([CH3:15])[CH3:14]. The catalyst is C(O)(C)C. The product is [CH3:12][N:13]([CH3:15])/[CH:14]=[CH:2]/[C:1]([C:4]1[CH:5]=[N:6][CH:7]=[N:8][CH:9]=1)=[O:3]. The yield is 0.590. (2) The reactants are [C:1]([C:3]1[CH:4]=[CH:5][C:6]2[N:10]=[N:9][NH:8][C:7]=2[CH:11]=1)#[N:2].[Cl:12][CH:13]([CH3:17])[CH2:14][CH2:15]Br. The catalyst is [OH-].[Na+].[Br-].C([N+](CCCC)(CCCC)CCCC)CCC. The product is [Cl:12][CH:13]([CH3:17])[CH2:14][CH2:15][N:8]1[C:7]2[CH:11]=[C:3]([C:1]#[N:2])[CH:4]=[CH:5][C:6]=2[N:10]=[N:9]1. The yield is 0.326. (3) The yield is 0.500. The product is [CH2:13]([S:15][C:16]1[N:17]([CH2:30][C:31]2[CH:32]=[CH:33][C:34]([C:37]3[CH:42]=[CH:41][CH:40]=[CH:39][C:38]=3[C:43]3[NH:3][C:4](=[O:7])[O:5][N:44]=3)=[CH:35][CH:36]=2)[C:18](=[O:29])[C:19]([C:23]2[CH:24]=[CH:25][CH:26]=[CH:27][CH:28]=2)=[C:20]([CH3:22])[N:21]=1)[CH3:14]. The reactants are [Cl-].O[NH3+:3].[C:4](=[O:7])([O-])[OH:5].[Na+].CS(C)=O.[CH2:13]([S:15][C:16]1[N:17]([CH2:30][C:31]2[CH:36]=[CH:35][C:34]([C:37]3[C:38]([C:43]#[N:44])=[CH:39][CH:40]=[CH:41][CH:42]=3)=[CH:33][CH:32]=2)[C:18](=[O:29])[C:19]([C:23]2[CH:28]=[CH:27][CH:26]=[CH:25][CH:24]=2)=[C:20]([CH3:22])[N:21]=1)[CH3:14]. The catalyst is O. (4) The reactants are [Br:1][C:2]1[CH:3]=[C:4]2[CH:10]=[N:9][NH:8][C:5]2=[N:6][CH:7]=1.[O:11]1[CH:16]=[CH:15][CH2:14][CH2:13][CH2:12]1.C12(CS(O)(=O)=O)C(C)(C)C(CC1)CC2=O. The catalyst is O1CCCC1.C(OCC)(=O)C. The product is [Br:1][C:2]1[CH:3]=[C:4]2[CH:10]=[N:9][N:8]([CH:12]3[CH2:13][CH2:14][CH2:15][CH2:16][O:11]3)[C:5]2=[N:6][CH:7]=1. The yield is 0.900. (5) The reactants are [SH:1][CH2:2][C:3]1[CH:4]=[C:5]([CH:9]=[CH:10][CH:11]=1)[C:6]([OH:8])=[O:7].[C:12]([O:16][CH3:17])(=[O:15])[CH:13]=[CH2:14].N12CCCN=C1CCCCC2. The catalyst is C(#N)C. The product is [CH3:17][O:16][C:12](=[O:15])[CH2:13][CH2:14][S:1][CH2:2][C:3]1[CH:4]=[C:5]([CH:9]=[CH:10][CH:11]=1)[C:6]([OH:8])=[O:7]. The yield is 0.280. (6) The reactants are [C:1]([C:3]1[CH:8]=[CH:7][C:6]([O:9][C:10]2[CH:15]=[CH:14][CH:13]=[CH:12][CH:11]=2)=[CH:5][CH:4]=1)#[CH:2].[N:16]([C:19]1[CH:24]=[CH:23][C:22]([CH2:25][C@H:26]([NH:30]C(OC(C)(C)C)=O)[C:27]([OH:29])=[O:28])=[CH:21][CH:20]=1)=[N+:17]=[N-:18].Cl. The catalyst is O.O1CCOCC1.CO. The product is [NH2:30][C@@H:26]([CH2:25][C:22]1[CH:23]=[CH:24][C:19]([N:16]2[CH:2]=[C:1]([C:3]3[CH:8]=[CH:7][C:6]([O:9][C:10]4[CH:15]=[CH:14][CH:13]=[CH:12][CH:11]=4)=[CH:5][CH:4]=3)[N:18]=[N:17]2)=[CH:20][CH:21]=1)[C:27]([OH:29])=[O:28]. The yield is 0.290.